This data is from Catalyst prediction with 721,799 reactions and 888 catalyst types from USPTO. The task is: Predict which catalyst facilitates the given reaction. (1) Reactant: [C:1]([O:5][C:6]([N:8]1[CH2:28][CH2:27][N:11]2[C:12](=[O:26])[C:13]3[C:18]([C@@H:10]2[CH2:9]1)=[CH:17][C:16]([CH2:19][CH:20]=[CH2:21])=[CH:15][C:14]=3[C:22]([F:25])([F:24])[F:23])=[O:7])([CH3:4])([CH3:3])[CH3:2].[H][H]. Product: [C:1]([O:5][C:6]([N:8]1[CH2:28][CH2:27][N:11]2[C:12](=[O:26])[C:13]3[C:18]([C@@H:10]2[CH2:9]1)=[CH:17][C:16]([CH2:19][CH2:20][CH3:21])=[CH:15][C:14]=3[C:22]([F:24])([F:25])[F:23])=[O:7])([CH3:2])([CH3:3])[CH3:4]. The catalyst class is: 43. (2) Reactant: [O:1]1[C:5]2[CH:6]=[C:7]([C:10](OC)=[O:11])[CH:8]=[CH:9][C:4]=2[CH:3]=[CH:2]1.[H-].[Al+3].[Li+].[H-].[H-].[H-].O.Cl. Product: [O:1]1[C:5]2[CH:6]=[C:7]([CH2:10][OH:11])[CH:8]=[CH:9][C:4]=2[CH:3]=[CH:2]1. The catalyst class is: 1. (3) Reactant: CCN(CC)CC.[CH3:20][C:19]([O:18][C:16](O[C:16]([O:18][C:19]([CH3:22])([CH3:21])[CH3:20])=[O:17])=[O:17])([CH3:22])[CH3:21].Br.[CH3:24][O:25][C:26](=[O:32])[CH:27]([NH2:31])[CH2:28][CH2:29][Br:30]. Product: [CH3:24][O:25][C:26](=[O:32])[C@@H:27]([NH:31][C:16]([O:18][C:19]([CH3:20])([CH3:21])[CH3:22])=[O:17])[CH2:28][CH2:29][Br:30]. The catalyst class is: 2. (4) Reactant: C(#N)C.[F:4][C:5]1[CH:39]=[C:38]([F:40])[CH:37]=[CH:36][C:6]=1[O:7][C:8]([C:11]1[N:12]([CH3:35])[C:13]([C:16]2[CH:17]=[C:18]3[C:22](=[CH:23][CH:24]=2)[C:21](=[O:25])[N:20](CC2C=CC(OC)=CC=2)[CH2:19]3)=[N:14][N:15]=1)([CH3:10])[CH3:9].[N+]([O-])([O-])=O.[NH4+].[Ce+4].[N+]([O-])([O-])=O.[N+]([O-])([O-])=O.[N+]([O-])([O-])=O.[N+]([O-])([O-])=O. Product: [F:4][C:5]1[CH:39]=[C:38]([F:40])[CH:37]=[CH:36][C:6]=1[O:7][C:8]([C:11]1[N:12]([CH3:35])[C:13]([C:16]2[CH:17]=[C:18]3[C:22](=[CH:23][CH:24]=2)[C:21](=[O:25])[NH:20][CH2:19]3)=[N:14][N:15]=1)([CH3:10])[CH3:9]. The catalyst class is: 6. (5) Reactant: [Cl:1][C:2]1[CH:7]=[C:6]([O:8][C:9]2[CH:14]=[CH:13][C:12]([Cl:15])=[CH:11][CH:10]=2)[CH:5]=[CH:4][C:3]=1[C:16]([CH:24]1[CH2:26][CH2:25]1)([OH:23])[CH2:17][N:18]1[CH:22]=[N:21][CH:20]=[N:19]1.[H-].[Na+].[CH3:29]I.[Cl-].[Na+]. Product: [Cl:1][C:2]1[CH:7]=[C:6]([O:8][C:9]2[CH:10]=[CH:11][C:12]([Cl:15])=[CH:13][CH:14]=2)[CH:5]=[CH:4][C:3]=1[C:16]([CH:24]1[CH2:26][CH2:25]1)([O:23][CH3:29])[CH2:17][N:18]1[CH:22]=[N:21][CH:20]=[N:19]1. The catalyst class is: 1. (6) Reactant: [CH3:1][O:2][C:3]1[CH:4]=[C:5]2[C:9](=[CH:10][CH:11]=1)[N:8]([CH3:12])[CH:7]=[C:6]2[C:13]1[N:24](COCC[Si](C)(C)C)[C:16]2[N:17]=[CH:18][C:19]3[N:20]([CH:21]=[N:22][CH:23]=3)[C:15]=2[CH:14]=1.C(N)CN.CCCC[N+](CCCC)(CCCC)CCCC.[F-]. Product: [CH3:1][O:2][C:3]1[CH:4]=[C:5]2[C:9](=[CH:10][CH:11]=1)[N:8]([CH3:12])[CH:7]=[C:6]2[C:13]1[NH:24][C:16]2[N:17]=[CH:18][C:19]3[N:20]([CH:21]=[N:22][CH:23]=3)[C:15]=2[CH:14]=1. The catalyst class is: 3. (7) The catalyst class is: 29. Reactant: [CH3:1][N:2]([CH3:14])[C:3]([C:5]1[C:9]([N+:10]([O-])=O)=[CH:8][N:7]([CH3:13])[N:6]=1)=[O:4]. Product: [CH3:1][N:2]([CH3:14])[C:3]([C:5]1[C:9]([NH2:10])=[CH:8][N:7]([CH3:13])[N:6]=1)=[O:4]. (8) Reactant: [CH2:1]([NH2:4])[CH:2]=[CH2:3].Cl[C:6]([O:8][CH2:9][C:10]1[CH:15]=[CH:14][CH:13]=[CH:12][CH:11]=1)=[O:7]. Product: [C:10]1([CH2:9][O:8][C:6]([NH:4][CH2:1][CH:2]=[CH2:3])=[O:7])[CH:15]=[CH:14][CH:13]=[CH:12][CH:11]=1. The catalyst class is: 4. (9) Reactant: C(OC([N:8]1[C:16]2[C:11](=[CH:12][CH:13]=[CH:14][CH:15]=2)[CH:10]=[C:9]1[C:17]1[NH:21][N:20]=[C:19]2[CH2:22][N:23]([C:25](=[O:30])[CH2:26][CH:27]([CH3:29])[CH3:28])[CH2:24][C:18]=12)=O)(C)(C)C.FC(F)(F)C(O)=O. Product: [NH:8]1[C:16]2[C:11](=[CH:12][CH:13]=[CH:14][CH:15]=2)[CH:10]=[C:9]1[C:17]1[NH:21][N:20]=[C:19]2[CH2:22][N:23]([C:25](=[O:30])[CH2:26][CH:27]([CH3:28])[CH3:29])[CH2:24][C:18]=12. The catalyst class is: 4. (10) Reactant: [CH2:1]([O:8][C:9](=[O:24])[C:10]1[CH:15]=[CH:14][C:13]([C:16](=[O:22])[NH:17][CH:18]([CH3:21])[CH2:19][OH:20])=[CH:12][C:11]=1[CH3:23])[C:2]1[CH:7]=[CH:6][CH:5]=[CH:4][CH:3]=1.CC(OI1(OC(C)=O)(OC(C)=O)OC(=O)C2C=CC=CC1=2)=O.C(=O)([O-])O.[Na+]. Product: [CH2:1]([O:8][C:9](=[O:24])[C:10]1[CH:15]=[CH:14][C:13]([C:16](=[O:22])[NH:17][CH:18]([CH3:21])[CH:19]=[O:20])=[CH:12][C:11]=1[CH3:23])[C:2]1[CH:7]=[CH:6][CH:5]=[CH:4][CH:3]=1. The catalyst class is: 2.